Dataset: Catalyst prediction with 721,799 reactions and 888 catalyst types from USPTO. Task: Predict which catalyst facilitates the given reaction. Product: [C:1]([O:5][C:6]([NH:7][C:8]1[CH:9]=[CH:10][C:11]([CH2:14][CH2:15][O:16][C:31]2[CH:30]=[CH:29][C:28]([CH2:27][CH:21]([O:20][CH2:18][CH3:19])[C:22]([O:24][CH2:25][CH3:26])=[O:23])=[CH:33][CH:32]=2)=[CH:12][CH:13]=1)=[O:17])([CH3:4])([CH3:2])[CH3:3]. Reactant: [C:1]([O:5][C:6](=[O:17])[NH:7][C:8]1[CH:13]=[CH:12][C:11]([CH2:14][CH2:15][OH:16])=[CH:10][CH:9]=1)([CH3:4])([CH3:3])[CH3:2].[CH2:18]([O:20][CH:21]([CH2:27][C:28]1[CH:33]=[CH:32][C:31](O)=[CH:30][CH:29]=1)[C:22]([O:24][CH2:25][CH3:26])=[O:23])[CH3:19].N(C(N1CCCCC1)=O)=NC(N1CCCCC1)=O.C1(P(C2C=CC=CC=2)C2C=CC=CC=2)C=CC=CC=1. The catalyst class is: 4.